Dataset: NCI-60 drug combinations with 297,098 pairs across 59 cell lines. Task: Regression. Given two drug SMILES strings and cell line genomic features, predict the synergy score measuring deviation from expected non-interaction effect. (1) Drug 1: C1CCC(C1)C(CC#N)N2C=C(C=N2)C3=C4C=CNC4=NC=N3. Drug 2: CN(CCCl)CCCl.Cl. Cell line: SK-MEL-28. Synergy scores: CSS=-4.48, Synergy_ZIP=4.37, Synergy_Bliss=4.56, Synergy_Loewe=-3.71, Synergy_HSA=-2.12. (2) Drug 1: C1CCN(CC1)CCOC2=CC=C(C=C2)C(=O)C3=C(SC4=C3C=CC(=C4)O)C5=CC=C(C=C5)O. Drug 2: CC1=C(C(=O)C2=C(C1=O)N3CC4C(C3(C2COC(=O)N)OC)N4)N. Cell line: NCI-H226. Synergy scores: CSS=28.3, Synergy_ZIP=-1.47, Synergy_Bliss=2.06, Synergy_Loewe=-17.9, Synergy_HSA=-0.255. (3) Drug 1: CC1=C(C(=CC=C1)Cl)NC(=O)C2=CN=C(S2)NC3=CC(=NC(=N3)C)N4CCN(CC4)CCO. Drug 2: C1CCC(C(C1)N)N.C(=O)(C(=O)[O-])[O-].[Pt+4]. Cell line: M14. Synergy scores: CSS=11.5, Synergy_ZIP=-5.15, Synergy_Bliss=-2.78, Synergy_Loewe=-0.553, Synergy_HSA=-0.285. (4) Drug 1: CN(C)N=NC1=C(NC=N1)C(=O)N. Drug 2: CN(C(=O)NC(C=O)C(C(C(CO)O)O)O)N=O. Cell line: SNB-19. Synergy scores: CSS=-2.21, Synergy_ZIP=-0.431, Synergy_Bliss=-5.91, Synergy_Loewe=-8.22, Synergy_HSA=-7.59.